Dataset: Full USPTO retrosynthesis dataset with 1.9M reactions from patents (1976-2016). Task: Predict the reactants needed to synthesize the given product. (1) Given the product [F:1][C:2]1[CH:7]=[CH:6][C:5]([CH2:8][C:9]2[CH:18]=[C:17]3[C:12]([C:13]([OH:26])=[C:14]([C:21]([NH:44][CH:41]4[CH2:42][CH2:43][N:38]([S:35]([CH3:34])(=[O:37])=[O:36])[CH2:39][CH2:40]4)=[O:22])[C:15](=[O:20])[N:16]3[CH3:19])=[N:11][CH:10]=2)=[CH:4][CH:3]=1, predict the reactants needed to synthesize it. The reactants are: [F:1][C:2]1[CH:7]=[CH:6][C:5]([CH2:8][C:9]2[CH:18]=[C:17]3[C:12]([C:13]([OH:26])=[C:14]([C:21](OCC)=[O:22])[C:15](=[O:20])[N:16]3[CH3:19])=[N:11][CH:10]=2)=[CH:4][CH:3]=1.C(N(CC)CC)C.[CH3:34][S:35]([N:38]1[CH2:43][CH2:42][CH:41]([NH2:44])[CH2:40][CH2:39]1)(=[O:37])=[O:36].FC(F)(F)C(O)=O. (2) Given the product [CH3:22][C:23]1([C:28]2(/[CH:9]=[CH:10]/[C:11](=[O:12])[CH3:13])[CH2:30][CH2:29]2)[O:27][CH2:26][CH2:25][O:24]1, predict the reactants needed to synthesize it. The reactants are: [Cl-].[Li+].COP([CH2:9][CH2:10][CH:11]=[O:12])(=O)OC.[CH:13](N(C(C)C)CC)(C)C.[CH3:22][C:23]1([C:28]2(C=O)[CH2:30][CH2:29]2)[O:27][CH2:26][CH2:25][O:24]1.[Cl-].[Na+]. (3) Given the product [CH3:37][O:38][C:39](=[O:46])[C@H:40]([CH2:42][CH2:43][S:44][CH3:45])[NH2:41], predict the reactants needed to synthesize it. The reactants are: N1C=CC=C(OCC2C=CC(C(O)=O)=C(C3C=CC=CC=3C)C=2)C=1.N1C2C=CC=CC=2C(=O)NN=1.Cl.[CH3:37][O:38][C:39](=[O:46])[C@H:40]([CH2:42][CH2:43][S:44][CH3:45])[NH2:41].Cl.CN(C)CCCN=C=NCC.C(N(CC)CC)C. (4) Given the product [CH3:8][C:9]1[N:10]=[C:11]([NH:27][C:38]([NH:37][CH2:40][CH2:2][C:3]([O:5][CH2:28][CH3:29])=[O:4])=[O:39])[S:12][C:13]=1[C:14]1[N:15]=[C:16]([C:19]([N:21]2[CH2:26][CH2:25][O:24][CH2:23][CH2:22]2)=[O:20])[S:17][CH:18]=1, predict the reactants needed to synthesize it. The reactants are: F[C:2](F)(F)[C:3]([O-:5])=[O:4].[CH3:8][C:9]1[N:10]=[C:11]([NH2:27])[S:12][C:13]=1[C:14]1[N:15]=[C:16]([C:19]([N:21]2[CH2:26][CH2:25][O:24][CH2:23][CH2:22]2)=[O:20])[S:17][CH:18]=1.[CH:28](N(CC)C(C)C)(C)[CH3:29].[N:37]([CH:40](C)C(OCC)=O)=[C:38]=[O:39]. (5) Given the product [C:1]([O:4][C:5]1[C:10]2[O:11][C:12]([CH3:15])([CH3:14])[CH2:13][C:9]=2[CH:8]=[C:7]([I:24])[CH:6]=1)(=[O:3])[CH3:2], predict the reactants needed to synthesize it. The reactants are: [C:1]([O:4][C:5]1[C:10]2[O:11][C:12]([CH3:15])([CH3:14])[CH2:13][C:9]=2[CH:8]=[C:7](N)[CH:6]=1)(=[O:3])[CH3:2].N(OC(C)(C)C)=O.[I:24]I.Cl. (6) Given the product [CH2:9]([O:11][C:12]([C:14]1[CH:15]=[CH:16][N:17]2[C:22]=1[C:21](=[O:23])[N:20]([CH2:1][C:2]1[CH:7]=[CH:6][CH:5]=[CH:4][CH:3]=1)[C:19]([CH3:24])=[N:18]2)=[O:13])[CH3:10], predict the reactants needed to synthesize it. The reactants are: [CH2:1](Br)[C:2]1[CH:7]=[CH:6][CH:5]=[CH:4][CH:3]=1.[CH2:9]([O:11][C:12]([C:14]1[CH:15]=[CH:16][N:17]2[C:22]=1[C:21](=[O:23])[NH:20][C:19]([CH3:24])=[N:18]2)=[O:13])[CH3:10].C([O-])([O-])=O.[Cs+].[Cs+]. (7) The reactants are: [H-].[Na+].[C:3]1([OH:9])[CH:8]=[CH:7][CH:6]=[CH:5][CH:4]=1.Cl[CH2:11][C:12]1[N:13]=[C:14]([NH:17][C:18](=[O:20])[CH3:19])[S:15][CH:16]=1. Given the product [O:9]([CH2:11][C:12]1[N:13]=[C:14]([NH:17][C:18](=[O:20])[CH3:19])[S:15][CH:16]=1)[C:3]1[CH:8]=[CH:7][CH:6]=[CH:5][CH:4]=1, predict the reactants needed to synthesize it. (8) Given the product [Cl:1][C:2]1[C:3]([C:26]2[N:30]3[CH:31]=[CH:32][C:33]([N:36]4[CH2:40][CH2:39][CH2:38][CH2:37]4)=[CH:34][C:29]3=[N:28][CH:27]=2)=[N:4][C:5]([NH:8][C:9]2[CH:14]=[CH:13][C:12]([N:15]3[CH2:16][CH2:17][N:18]([C:21](=[O:23])[CH3:22])[CH2:19][CH2:20]3)=[CH:11][C:10]=2[O:24][CH3:25])=[N:6][CH:7]=1, predict the reactants needed to synthesize it. The reactants are: [Cl:1][C:2]1[C:3]([C:26]2[N:30]3[CH:31]=[CH:32][C:33](Cl)=[CH:34][C:29]3=[N:28][CH:27]=2)=[N:4][C:5]([NH:8][C:9]2[CH:14]=[CH:13][C:12]([N:15]3[CH2:20][CH2:19][N:18]([C:21](=[O:23])[CH3:22])[CH2:17][CH2:16]3)=[CH:11][C:10]=2[O:24][CH3:25])=[N:6][CH:7]=1.[NH:36]1[CH2:40][CH2:39][CH2:38][CH2:37]1. (9) Given the product [C:2]([C:6]1[N:11]=[CH:10][C:9]([C:12]2[N:13]([C:33]([N:35]3[CH2:36][CH2:37][N:38]([CH2:41][C:42]([NH:48][C:49]4[CH:54]=[CH:53][CH:52]=[CH:51][CH:50]=4)=[O:44])[CH2:39][CH2:40]3)=[O:34])[C@@:14]([C:26]3[CH:27]=[CH:28][C:29]([Cl:32])=[CH:30][CH:31]=3)([CH3:25])[C@@:15]([C:18]3[CH:23]=[CH:22][C:21]([Cl:24])=[CH:20][CH:19]=3)([CH3:17])[N:16]=2)=[C:8]([O:45][CH2:46][CH3:47])[CH:7]=1)([CH3:5])([CH3:4])[CH3:3], predict the reactants needed to synthesize it. The reactants are: Cl.[C:2]([C:6]1[N:11]=[CH:10][C:9]([C:12]2[N:13]([C:33]([N:35]3[CH2:40][CH2:39][N:38]([CH2:41][C:42]([OH:44])=O)[CH2:37][CH2:36]3)=[O:34])[C@@:14]([C:26]3[CH:31]=[CH:30][C:29]([Cl:32])=[CH:28][CH:27]=3)([CH3:25])[C@@:15]([C:18]3[CH:23]=[CH:22][C:21]([Cl:24])=[CH:20][CH:19]=3)([CH3:17])[N:16]=2)=[C:8]([O:45][CH2:46][CH3:47])[CH:7]=1)([CH3:5])([CH3:4])[CH3:3].[NH2:48][C:49]1[CH:54]=[CH:53][CH:52]=[CH:51][CH:50]=1.